Predict the product of the given reaction. From a dataset of Forward reaction prediction with 1.9M reactions from USPTO patents (1976-2016). (1) The product is: [CH3:25][C:24]1([C:27]2[CH:32]=[CH:31][CH:30]=[CH:29][CH:28]=2)[NH:1][C:2]2[C:15]3[C:14](=[O:16])[C:13]4[C:8]([C:7](=[O:17])[C:6]=3[CH:5]=[CH:4][C:3]=2[NH:18]1)=[CH:9][CH:10]=[CH:11][CH:12]=4. Given the reactants [NH2:1][C:2]1[C:15]2[C:14](=[O:16])[C:13]3[C:8](=[CH:9][CH:10]=[CH:11][CH:12]=3)[C:7](=[O:17])[C:6]=2[CH:5]=[CH:4][C:3]=1[NH2:18].S(=O)(=O)(O)O.[C:24]([C:27]1[CH:32]=[CH:31][CH:30]=[CH:29][CH:28]=1)(=O)[CH3:25], predict the reaction product. (2) Given the reactants S(=O)(=O)(O)O.[C:6]1([C:8](=[CH:10][C:11](=[CH:13][CH:14]=1)C)C)[CH3:7], predict the reaction product. The product is: [CH2:8]1[CH:6]=[CH:14][CH2:13][CH:7]([CH:6]2[CH2:14][CH:13]=[CH:11][CH2:10][CH2:8]2)[CH2:10]1. (3) Given the reactants [C:1]1([CH3:27])[CH:6]=[CH:5][C:4]([NH:7][CH:8]2[CH2:13][CH2:12][N:11]([CH2:14][CH2:15][C:16]3([CH2:24][CH2:25][OH:26])[CH2:23][CH2:22][CH2:21][CH2:20][CH2:19][CH2:18][CH2:17]3)[CH2:10][CH2:9]2)=[CH:3][CH:2]=1.C(N(CC)CC)C.[O:35]1[CH:39]=[CH:38][CH:37]=[C:36]1[C:40](Cl)=[O:41].[OH-].[K+], predict the reaction product. The product is: [OH:26][CH2:25][CH2:24][C:16]1([CH2:15][CH2:14][N:11]2[CH2:12][CH2:13][CH:8]([N:7]([C:4]3[CH:3]=[CH:2][C:1]([CH3:27])=[CH:6][CH:5]=3)[C:40]([C:36]3[O:35][CH:39]=[CH:38][CH:37]=3)=[O:41])[CH2:9][CH2:10]2)[CH2:23][CH2:22][CH2:21][CH2:20][CH2:19][CH2:18][CH2:17]1. (4) Given the reactants [C:1]([C:4]1[CH:5]=[C:6](B(O)O)[CH:7]=[CH:8][CH:9]=1)(=[O:3])[NH2:2].[O:13]1[C:17]2[CH:18]=[CH:19][C:20]([C:22]3([C:25]([NH:27][C:28]4[CH:29]=[N:30][C:31]([CH3:35])=[C:32](Br)[CH:33]=4)=[O:26])[CH2:24][CH2:23]3)=[CH:21][C:16]=2[O:15][CH2:14]1.O1C2C=CC(C3(C(NC4C=NC(C)=C(C5C=CC=CC=5)C=4)=O)CC3)=CC=2OC1, predict the reaction product. The product is: [O:13]1[C:17]2[CH:18]=[CH:19][C:20]([C:22]3([C:25]([NH:27][C:28]4[CH:33]=[C:32]([C:6]5[CH:5]=[C:4]([CH:9]=[CH:8][CH:7]=5)[C:1]([NH2:2])=[O:3])[C:31]([CH3:35])=[N:30][CH:29]=4)=[O:26])[CH2:24][CH2:23]3)=[CH:21][C:16]=2[O:15][CH2:14]1. (5) Given the reactants [CH3:1][O:2][C:3]1[CH:4]=[C:5]2[C:9](=[CH:10][CH:11]=1)[N:8]([CH3:12])[CH:7]=[C:6]2[C:13]1[N:26](COCC[Si](C)(C)C)[C:16]2=[N:17][CH:18]=[C:19]([CH2:21][NH:22][C:23](=[O:25])[CH3:24])[N:20]=[C:15]2[CH:14]=1.C(N)CN.CCCC[N+](CCCC)(CCCC)CCCC.[F-].CCOC(C)=O, predict the reaction product. The product is: [CH3:1][O:2][C:3]1[CH:4]=[C:5]2[C:9](=[CH:10][CH:11]=1)[N:8]([CH3:12])[CH:7]=[C:6]2[C:13]1[NH:26][C:16]2=[N:17][CH:18]=[C:19]([CH2:21][NH:22][C:23](=[O:25])[CH3:24])[N:20]=[C:15]2[CH:14]=1. (6) Given the reactants Cl.[N:2]1([CH2:8][CH2:9][C:10]2[CH:19]=[CH:18][C:13]3[C:14](=[O:17])[O:15][CH2:16][C:12]=3[CH:11]=2)[CH2:7][CH2:6][NH:5][CH2:4][CH2:3]1.[CH3:20][O:21][C:22]1[CH:29]=[C:28]([CH:30]([CH3:33])[CH:31]=O)[CH:27]=[CH:26][C:23]=1[C:24]#[N:25], predict the reaction product. The product is: [CH3:20][O:21][C:22]1[CH:29]=[C:28]([CH:30]([CH3:33])[CH2:31][N:5]2[CH2:6][CH2:7][N:2]([CH2:8][CH2:9][C:10]3[CH:11]=[C:12]4[C:13](=[CH:18][CH:19]=3)[C:14](=[O:17])[O:15][CH2:16]4)[CH2:3][CH2:4]2)[CH:27]=[CH:26][C:23]=1[C:24]#[N:25].